Predict the product of the given reaction. From a dataset of Forward reaction prediction with 1.9M reactions from USPTO patents (1976-2016). Given the reactants [Br:1][C:2]1[CH:3]=[CH:4][C:5]([CH2:8][NH:9][C:10](=O)[CH3:11])=[N:6][CH:7]=1.O=P(Cl)(Cl)Cl, predict the reaction product. The product is: [Br:1][C:2]1[CH:3]=[CH:4][C:5]2[N:6]([C:10]([CH3:11])=[N:9][CH:8]=2)[CH:7]=1.